Dataset: Full USPTO retrosynthesis dataset with 1.9M reactions from patents (1976-2016). Task: Predict the reactants needed to synthesize the given product. Given the product [F:19][C:2]([F:1])([F:18])[C:3]1[CH:4]=[C:5]([CH:15]=[CH:16][CH:17]=1)[CH2:6][O:7][N:8]=[C:9]1[CH2:14][CH2:13][N:12]([S:34]([C:31]2[CH:32]=[N:33][C:28]([Cl:27])=[CH:29][CH:30]=2)(=[O:36])=[O:35])[CH2:11][CH2:10]1, predict the reactants needed to synthesize it. The reactants are: [F:1][C:2]([F:19])([F:18])[C:3]1[CH:4]=[C:5]([CH:15]=[CH:16][CH:17]=1)[CH2:6][O:7][N:8]=[C:9]1[CH2:14][CH2:13][NH:12][CH2:11][CH2:10]1.C(N(CC)CC)C.[Cl:27][C:28]1[N:33]=[CH:32][C:31]([S:34](Cl)(=[O:36])=[O:35])=[CH:30][CH:29]=1.C([O-])(O)=O.[Na+].